From a dataset of Forward reaction prediction with 1.9M reactions from USPTO patents (1976-2016). Predict the product of the given reaction. (1) Given the reactants [H-].[Al+3].[Li+].[H-].[H-].[H-].[CH3:7][C:8]([C:26]1[CH:31]=[CH:30][C:29]([C:32]2[O:36][N:35]=[C:34]([C:37](OCC)=[O:38])[CH:33]=2)=[CH:28][CH:27]=1)([C:12]1[CH:17]=[CH:16][C:15]([O:18][CH2:19][C:20]2[CH:25]=[CH:24][CH:23]=[CH:22][N:21]=2)=[CH:14][N:13]=1)[CH:9]([CH3:11])[CH3:10].[OH-].[Na+], predict the reaction product. The product is: [CH3:7][C:8]([C:26]1[CH:27]=[CH:28][C:29]([C:32]2[O:36][N:35]=[C:34]([CH2:37][OH:38])[CH:33]=2)=[CH:30][CH:31]=1)([C:12]1[CH:17]=[CH:16][C:15]([O:18][CH2:19][C:20]2[CH:25]=[CH:24][CH:23]=[CH:22][N:21]=2)=[CH:14][N:13]=1)[CH:9]([CH3:11])[CH3:10]. (2) Given the reactants [CH3:1][C:2]1[C:3](=[O:28])[O:4][CH:5]([CH2:7][O:8][C:9]([C:22]2[CH:27]=[CH:26][CH:25]=[CH:24][CH:23]=2)([C:16]2[CH:21]=[CH:20][CH:19]=[CH:18][CH:17]=2)[C:10]2[CH:15]=[CH:14][CH:13]=[CH:12][CH:11]=2)[CH:6]=1.CC(C[AlH]CC(C)C)C, predict the reaction product. The product is: [CH3:1][C:2]1[CH:3]([OH:28])[O:4][CH:5]([CH2:7][O:8][C:9]([C:22]2[CH:27]=[CH:26][CH:25]=[CH:24][CH:23]=2)([C:10]2[CH:11]=[CH:12][CH:13]=[CH:14][CH:15]=2)[C:16]2[CH:21]=[CH:20][CH:19]=[CH:18][CH:17]=2)[CH:6]=1.